From a dataset of Full USPTO retrosynthesis dataset with 1.9M reactions from patents (1976-2016). Predict the reactants needed to synthesize the given product. (1) Given the product [Cl:10][C:11]1[CH:18]=[C:17]([F:19])[CH:16]=[CH:15][C:12]=1[CH:13]1[C:22]([C:23]([O:25][CH2:26][CH3:27])=[O:24])=[C:21]([CH3:28])[NH:8][C:7]([C:3]2[S:2][CH:6]=[N:5][N:4]=2)=[N:9]1, predict the reactants needed to synthesize it. The reactants are: Cl.[S:2]1[CH:6]=[N:5][N:4]=[C:3]1[C:7](=[NH:9])[NH2:8].[Cl:10][C:11]1[CH:18]=[C:17]([F:19])[CH:16]=[CH:15][C:12]=1[CH:13]=O.O=[C:21]([CH3:28])[CH2:22][C:23]([O:25][CH2:26][CH3:27])=[O:24]. (2) Given the product [N:14]1[CH:15]=[CH:16][C:11]([NH:10][C:40](=[O:41])[C:39]2[CH:43]=[CH:44][C:36]([CH2:35][C:29]3[C:30](=[O:34])[C:31]([O:32][CH3:33])=[C:26]([O:25][CH3:24])[C:27](=[O:50])[C:28]=3[CH3:49])=[CH:37][C:38]=2[OH:45])=[CH:12][CH:13]=1, predict the reactants needed to synthesize it. The reactants are: [Cl-].ClC1N(C)CC[NH+]1C.[NH2:10][C:11]1[CH:16]=[CH:15][N:14]=[CH:13][CH:12]=1.C(N(CC)CC)C.[CH3:24][O:25][C:26]1[C:27](=[O:50])[C:28]([CH3:49])=[C:29]([CH2:35][C:36]2[CH:44]=[CH:43][C:39]([C:40](O)=[O:41])=[C:38]([O:45]C(=O)C)[CH:37]=2)[C:30](=[O:34])[C:31]=1[O:32][CH3:33].